Task: Predict the reactants needed to synthesize the given product.. Dataset: Full USPTO retrosynthesis dataset with 1.9M reactions from patents (1976-2016) (1) Given the product [Br:18][C:16]1[CH:15]=[CH:14][C:13]([F:19])=[C:12]([C@:3]2([CH3:11])[CH2:4][C@@H:5]([C:6]([F:7])([F:8])[F:9])[O:10][C:38]([NH:37][C:29](=[O:36])[C:30]3[CH:35]=[CH:34][CH:33]=[CH:32][CH:31]=3)=[N:2]2)[CH:17]=1, predict the reactants needed to synthesize it. The reactants are: Cl.[NH2:2][C@@:3]([C:12]1[CH:17]=[C:16]([Br:18])[CH:15]=[CH:14][C:13]=1[F:19])([CH3:11])[CH2:4][C@H:5]([OH:10])[C:6]([F:9])([F:8])[F:7].C(N(C(C)C)CC)(C)C.[C:29]([N:37]=[C:38]=S)(=[O:36])[C:30]1[CH:35]=[CH:34][CH:33]=[CH:32][CH:31]=1.CCN=C=NCCC[N+](C)(C)C.[I-]. (2) Given the product [C:46]([OH:52])(=[O:47])[CH3:48].[C:46]([OH:52])(=[O:47])[CH3:48].[CH3:1][O:2][C:3]1[CH:4]=[C:5]2[C:9](=[CH:10][CH:11]=1)[N:8]([CH3:12])[CH:7]=[C:6]2[C:13]1[NH:37][C:16]2[N:17]=[CH:18][C:19]3[N:20]([C:21]([C@@H:24]4[CH2:28][CH2:27][C@H:26]([NH2:29])[CH2:25]4)=[N:22][CH:23]=3)[C:15]=2[CH:14]=1, predict the reactants needed to synthesize it. The reactants are: [CH3:1][O:2][C:3]1[CH:4]=[C:5]2[C:9](=[CH:10][CH:11]=1)[N:8]([CH3:12])[CH:7]=[C:6]2[C:13]1[N:37](COCC[Si](C)(C)C)[C:16]2[N:17]=[CH:18][C:19]3[N:20]([C:21]([C@@H:24]4[CH2:28][CH2:27][C@H:26]([NH:29]C(=O)OC(C)(C)C)[CH2:25]4)=[N:22][CH:23]=3)[C:15]=2[CH:14]=1.[C:46]([OH:52])([C:48](F)(F)F)=[O:47].[NH4+].[OH-]. (3) The reactants are: CON(C)[C:4]([C:6]1[N:10]([CH3:11])[CH:9]=[N:8][CH:7]=1)=[O:5].C1COCC1.[Cl:18][C:19]1[CH:20]=[C:21]([Mg]Br)[CH:22]=[CH:23][C:24]=1[Cl:25]. Given the product [Cl:18][C:19]1[CH:20]=[C:21]([C:4]([C:6]2[N:10]([CH3:11])[CH:9]=[N:8][CH:7]=2)=[O:5])[CH:22]=[CH:23][C:24]=1[Cl:25], predict the reactants needed to synthesize it. (4) Given the product [C:1]([C:3]1[CH:14]=[CH:13][C:6]([O:7][CH2:8][CH2:9][C:10]([O:12][CH3:19])=[O:11])=[CH:5][CH:4]=1)#[N:2], predict the reactants needed to synthesize it. The reactants are: [C:1]([C:3]1[CH:14]=[CH:13][C:6]([O:7][CH2:8][CH2:9][C:10]([OH:12])=[O:11])=[CH:5][CH:4]=1)#[N:2].S(Cl)(Cl)=O.[CH3:19]O. (5) Given the product [F:12][C:13]1[CH:14]=[CH:15][C:16]([N:19]2[CH2:24][CH2:23][N:22]([C:25]3[CH:26]=[C:27]([C:28]4[S:4][C:3]5[CH:5]=[CH:6][CH:7]=[CH:8][C:2]=5[C:1](=[O:10])[N:29]=4)[CH:30]=[CH:31][N:32]=3)[CH2:21][CH2:20]2)=[CH:17][CH:18]=1, predict the reactants needed to synthesize it. The reactants are: [C:1]([O:10]C)(=O)[C:2]1[C:3](=[CH:5][CH:6]=[CH:7][CH:8]=1)[SH:4].[F:12][C:13]1[CH:18]=[CH:17][C:16]([N:19]2[CH2:24][CH2:23][N:22]([C:25]3[CH:26]=[C:27]([CH:30]=[CH:31][N:32]=3)[C:28]#[N:29])[CH2:21][CH2:20]2)=[CH:15][CH:14]=1.C(N(CC)CC)C. (6) Given the product [CH3:1][O:2][C:3](=[O:26])[CH2:4][CH2:5][CH2:6][CH2:7][CH2:8][CH2:9][N:10]1[CH:15]([CH2:16][CH2:17][C:18](=[O:24])[CH2:19][CH2:20][CH2:21][CH2:22][CH3:23])[CH2:14][CH2:13][CH2:12][C:11]1=[O:25], predict the reactants needed to synthesize it. The reactants are: [CH3:1][O:2][C:3](=[O:26])[CH2:4][CH2:5][CH2:6]/[CH:7]=[CH:8]\[CH2:9][N:10]1[CH:15](/[CH:16]=[CH:17]/[C:18](=[O:24])[CH2:19][CH2:20][CH2:21][CH2:22][CH3:23])[CH2:14][CH2:13][CH2:12][C:11]1=[O:25].[H][H]. (7) The reactants are: [Br:1][C:2]1[C:3](Cl)=[N:4][C:5]([Cl:8])=[N:6][CH:7]=1.[NH2:10][CH2:11][C@H:12]1[CH2:17][CH2:16][CH2:15][N:14]([C:18]([O:20][C:21]([CH3:24])([CH3:23])[CH3:22])=[O:19])[CH2:13]1.CCN(C(C)C)C(C)C. Given the product [Br:1][C:2]1[C:3]([NH:10][CH2:11][C@H:12]2[CH2:17][CH2:16][CH2:15][N:14]([C:18]([O:20][C:21]([CH3:24])([CH3:23])[CH3:22])=[O:19])[CH2:13]2)=[N:4][C:5]([Cl:8])=[N:6][CH:7]=1, predict the reactants needed to synthesize it. (8) Given the product [CH2:74]([O:22][C:20]([C:11]1([NH:10][C:8](=[O:9])[C:7]2[CH:23]=[C:77]([Cl:79])[CH:58]=[C:57]([CH3:65])[C:55]=2[O:54][CH:37]2[CH2:42][CH2:41][CH2:40]2)[CH2:19][C:18]2[C:13](=[CH:14][CH:15]=[C:16]([F:45])[CH:17]=2)[CH2:12]1)=[O:21])[CH3:76], predict the reactants needed to synthesize it. The reactants are: COCC=CC1C(C)=CC=[CH:23][C:7]=1[C:8]([NH:10][C:11]1([C:20]([OH:22])=[O:21])[CH2:19][C:18]2[C:13](=[CH:14][CH:15]=[CH:16][CH:17]=2)[CH2:12]1)=[O:9].CN(C(ON1N=NC2C=[CH:40][CH:41]=[CH:42][C:37]1=2)=[N+](C)C)C.[F:45][P-](F)(F)(F)(F)F.C([O:54][C:55]([C:57]1(N)[CH2:65]C2C(=CC=C(F)C=2)[CH2:58]1)=O)C.CCN([CH:74]([CH3:76])C)C(C)C.[CH2:77]([Cl:79])Cl.